This data is from Reaction yield outcomes from USPTO patents with 853,638 reactions. The task is: Predict the reaction yield, written as a fraction of the theoretical maximum amount of product (1.0 means a 100% yield; for example, 0.34 means a 34% yield). (1) The reactants are Cl.[O:2]=[C:3]1[C:11]2[C:10]([C:12]([NH2:14])=[O:13])=[CH:9][CH:8]=[CH:7][C:6]=2[CH2:5][N:4]1[CH:15]1[CH2:20][CH2:19][NH:18][CH2:17][CH2:16]1.[C:21]1(=O)[CH2:26][CH2:25][CH2:24][CH2:23][CH2:22]1.C([O-])(=O)C.[Na+].C([BH3-])#N.[Na+]. The catalyst is ClCCl.CO. The product is [CH:21]1([N:18]2[CH2:17][CH2:16][CH:15]([N:4]3[C:3](=[O:2])[C:11]4[C:10]([C:12]([NH2:14])=[O:13])=[CH:9][CH:8]=[CH:7][C:6]=4[CH2:5]3)[CH2:20][CH2:19]2)[CH2:26][CH2:25][CH2:24][CH2:23][CH2:22]1. The yield is 0.400. (2) The reactants are [F:1][C:2]1[CH:7]=[CH:6][C:5]([NH:8][C:9]2[N:14]3[N:15]=[CH:16][C:17]([S:18](=[O:26])(=[O:25])[NH:19][CH2:20][C:21]([F:24])([F:23])[F:22])=[C:13]3[N:12]=[CH:11][C:10]=2[C:27](OCC)=[O:28])=[C:4]([CH3:32])[CH:3]=1.Cl.[F:34][C:35]1[CH:40]=[CH:39][C:38]([CH:41]2[CH2:46][CH2:45][NH:44][CH2:43][CH2:42]2)=[CH:37][CH:36]=1. No catalyst specified. The product is [F:1][C:2]1[CH:7]=[CH:6][C:5]([NH:8][C:9]2[N:14]3[N:15]=[CH:16][C:17]([S:18]([NH:19][CH2:20][C:21]([F:22])([F:23])[F:24])(=[O:25])=[O:26])=[C:13]3[N:12]=[CH:11][C:10]=2[C:27]([N:44]2[CH2:45][CH2:46][CH:41]([C:38]3[CH:37]=[CH:36][C:35]([F:34])=[CH:40][CH:39]=3)[CH2:42][CH2:43]2)=[O:28])=[C:4]([CH3:32])[CH:3]=1. The yield is 0.210. (3) The reactants are [OH:1][CH2:2][C@H:3]([NH:16][C:17](=[O:23])[O:18][C:19]([CH3:22])([CH3:21])[CH3:20])[CH2:4][CH2:5][C:6]1[CH:11]=[CH:10][C:9]([C:12]([F:15])([F:14])[F:13])=[CH:8][CH:7]=1.[O-:24]I(=O)(=O)=O.[Na+].CC(O)C.Cl. The catalyst is CC(C)=O.O.[Ru]=O. The product is [C:19]([O:18][C:17]([NH:16][C@H:3]([CH2:4][CH2:5][C:6]1[CH:7]=[CH:8][C:9]([C:12]([F:15])([F:14])[F:13])=[CH:10][CH:11]=1)[C:2]([OH:24])=[O:1])=[O:23])([CH3:20])([CH3:22])[CH3:21]. The yield is 0.420. (4) The reactants are [CH2:1]1[C:28]2=C(O)[C:24](=[CH:25][CH:26]=[CH:27]2)[CH2:23][C:20]2=[C:21]([OH:22])[C:16](=[CH:17][CH:18]=[CH:19]2)[CH2:15][C:11]2=[CH:12][CH:13]=[CH:14][C:9](=[C:10]2[OH:31])[CH2:8][C:4]2=[CH:5][CH:6]=[CH:7][C:2]1=[C:3]2O.[C:33](=[O:36])([O-])[O-].[K+].[K+].S(C1C=CC(C)=CC=1)([O:42][CH3:43])(=O)=O.[CH3:51]C#N. No catalyst specified. The product is [CH3:43][O:42][C:3]1[C:4]2=[CH:5][CH:6]=[CH:7][C:2]=1[CH2:1][C:28]1[CH:27]=[CH:26][CH:25]=[C:24]([CH2:23][C:20]3[CH:19]=[CH:18][CH:17]=[C:16]([CH2:15][C:11]4[C:10]([OH:31])=[C:9]([CH2:8]2)[CH:14]=[CH:13][CH:12]=4)[C:21]=3[O:22][CH3:51])[C:33]=1[OH:36]. The yield is 0.980. (5) The reactants are OC(C(F)(F)F)=O.[CH3:8][C:9]1[C:14]([N:15]2[CH2:19][CH:18]([C:20]([OH:22])=O)[N:17]([CH3:23])[C:16]2=[O:24])=[CH:13][CH:12]=[C:11]([CH3:25])[N:10]=1.C(N1CCOCC1)C.O.ON1C2C=CC=CC=2N=N1.Cl.C(N=C=NCCCN(C)C)C.[Cl:57][C:58]1[C:63]([C:64]([F:67])([F:66])[F:65])=[CH:62][CH:61]=[CH:60][C:59]=1[CH2:68][NH2:69]. The catalyst is ClCCl. The product is [Cl:57][C:58]1[C:63]([C:64]([F:66])([F:67])[F:65])=[CH:62][CH:61]=[CH:60][C:59]=1[CH2:68][NH:69][C:20]([CH:18]1[CH2:19][N:15]([C:14]2[C:9]([CH3:8])=[N:10][C:11]([CH3:25])=[CH:12][CH:13]=2)[C:16](=[O:24])[N:17]1[CH3:23])=[O:22]. The yield is 0.470.